This data is from Full USPTO retrosynthesis dataset with 1.9M reactions from patents (1976-2016). The task is: Predict the reactants needed to synthesize the given product. (1) Given the product [CH3:1][N:2]([CH3:37])[C:3](=[O:36])[CH2:4][O:5][C:6]1[CH:11]=[CH:10][C:9](/[CH:12]=[CH:13]/[C:14]2[NH:41][N:40]=[C:16](/[CH:17]=[CH:18]/[C:19]3[CH:24]=[CH:23][C:22]([O:25][CH2:26][CH2:27][N:28]4[CH2:33][CH2:32][O:31][CH2:30][CH2:29]4)=[CH:21][CH:20]=3)[CH:15]=2)=[CH:8][CH:7]=1, predict the reactants needed to synthesize it. The reactants are: [CH3:1][N:2]([CH3:37])[C:3](=[O:36])[CH2:4][O:5][C:6]1[CH:11]=[CH:10][C:9](/[CH:12]=[CH:13]/[C:14](=O)[CH2:15][C:16](=O)/[CH:17]=[CH:18]/[C:19]2[CH:24]=[CH:23][C:22]([O:25][CH2:26][CH2:27][N:28]3[CH2:33][CH2:32][O:31][CH2:30][CH2:29]3)=[CH:21][CH:20]=2)=[CH:8][CH:7]=1.Cl.Cl.[NH2:40][NH2:41].CO.C([O-])(O)=O.[Na+]. (2) Given the product [CH3:3][N:2]([CH2:4][C:5]1([C:11]2[CH:16]=[CH:15][C:14]([O:17][CH2:19][CH2:20][CH2:21][N:22]([CH:24]([CH3:26])[CH3:25])[CH3:23])=[CH:13][CH:12]=2)[CH2:6][CH2:7][O:8][CH2:9][CH2:10]1)[CH3:1], predict the reactants needed to synthesize it. The reactants are: [CH3:1][N:2]([CH2:4][C:5]1([C:11]2[CH:16]=[CH:15][C:14]([OH:17])=[CH:13][CH:12]=2)[CH2:10][CH2:9][O:8][CH2:7][CH2:6]1)[CH3:3].Cl[CH2:19][CH2:20][CH2:21][N:22]([CH:24]([CH3:26])[CH3:25])[CH3:23].C([O-])([O-])=O.[K+].[K+]. (3) Given the product [Br:13][CH2:2][C:1](=[O:3])[CH:4]([CH:10]([CH3:11])[CH3:12])[C:5]([O:7][CH2:8][CH3:9])=[O:6], predict the reactants needed to synthesize it. The reactants are: [C:1]([CH:4]([CH:10]([CH3:12])[CH3:11])[C:5]([O:7][CH2:8][CH3:9])=[O:6])(=[O:3])[CH3:2].[Br:13]Br.C(Cl)(Cl)Cl.C(OCC)(=O)C. (4) Given the product [CH3:7][N:5]1[CH:6]=[C:2]([N:21]2[CH:25]=[C:24]([CH:26]=[O:27])[CH:23]=[N:22]2)[N:3]=[CH:4]1, predict the reactants needed to synthesize it. The reactants are: Br[C:2]1[N:3]=[CH:4][N:5]([CH3:7])[CH:6]=1.CN(C)CC(O)=O.C(=O)([O-])[O-].[K+].[K+].[NH:21]1[CH:25]=[C:24]([CH:26]=[O:27])[CH:23]=[N:22]1. (5) The reactants are: [Br:1][C:2]1[CH:7]=[CH:6][C:5](F)=[C:4]([C:9]([F:12])([F:11])[F:10])[CH:3]=1.[CH2:13]([OH:21])[CH2:14][CH2:15][CH2:16][CH2:17][CH2:18][CH2:19][CH3:20]. Given the product [Br:1][C:2]1[CH:7]=[CH:6][C:5]([O:21][CH2:13][CH2:14][CH2:15][CH2:16][CH2:17][CH2:18][CH2:19][CH3:20])=[C:4]([C:9]([F:12])([F:11])[F:10])[CH:3]=1, predict the reactants needed to synthesize it.